Dataset: Full USPTO retrosynthesis dataset with 1.9M reactions from patents (1976-2016). Task: Predict the reactants needed to synthesize the given product. (1) Given the product [C:20]1([C:24]2[CH:25]=[CH:26][CH:27]=[CH:28][CH:29]=2)[CH:21]=[CH:22][CH:23]=[C:18]([C:16]2[N:15]=[CH:14][N:13]=[C:12]([NH:11][C:8]3[CH:9]=[CH:10][C:5]([N:4]([CH2:30][CH3:31])[CH2:3][CH2:2][NH:1][C:47](=[O:50])[CH2:12][CH2:17][CH2:16][CH2:18][CH2:23][CH2:22][CH2:21][CH2:20][CH2:24][CH2:25][CH2:45][CH2:46][CH2:40][CH2:38][CH3:39])=[CH:6][CH:7]=3)[CH:17]=2)[CH:19]=1, predict the reactants needed to synthesize it. The reactants are: [NH2:1][CH2:2][CH2:3][N:4]([CH2:30][CH3:31])[C:5]1[CH:10]=[CH:9][C:8]([NH:11][C:12]2[CH:17]=[C:16]([C:18]3[CH:19]=[C:20]([C:24]4[CH:29]=[CH:28][CH:27]=[CH:26][CH:25]=4)[CH:21]=[CH:22][CH:23]=3)[N:15]=[CH:14][N:13]=2)=[CH:7][CH:6]=1.CCN([CH:38]([CH3:40])[CH3:39])C(C)C.O1[CH2:46][CH2:45]OCC1.[C:47]([O-:50])(O)=O.[Na+]. (2) The reactants are: [CH:1]1([N:7]([CH:11]2[CH2:16][CH2:15][CH2:14][CH2:13][CH2:12]2)[C:8](Cl)=[S:9])[CH2:6][CH2:5][CH2:4][CH2:3][CH2:2]1.[OH:17][N:18]1[C:22](=[O:23])[C:21]2=[CH:24][CH:25]=[CH:26][CH:27]=[C:20]2[C:19]1=[O:28]. Given the product [O:28]=[C:19]1[C:20]2[C:21](=[CH:24][CH:25]=[CH:26][CH:27]=2)[C:22](=[O:23])[N:18]1[O:17][C:8](=[S:9])[N:7]([CH:11]1[CH2:16][CH2:15][CH2:14][CH2:13][CH2:12]1)[CH:1]1[CH2:6][CH2:5][CH2:4][CH2:3][CH2:2]1, predict the reactants needed to synthesize it. (3) Given the product [OH:11][CH2:10][CH2:9][N:4]1[C:2](=[O:3])[CH2:1][S:7][C:5]1=[O:6], predict the reactants needed to synthesize it. The reactants are: [CH2:1]1[S:7][C:5](=[O:6])[NH:4][C:2]1=[O:3].I[CH2:9][CH2:10][OH:11].C(=O)([O-])[O-].[K+].[K+]. (4) The reactants are: [CH3:1][O:2][C:3](=[O:37])[CH:4]([C:15](=[O:36])[C:16]([N:27]1[CH:31]=[CH:30][CH:29]=[C:28]1[C:32]([O:34][CH3:35])=[O:33])([CH3:26])[CH2:17][C:18]1[CH:23]=[CH:22][C:21]([F:24])=[C:20]([Cl:25])[CH:19]=1)C(OCC1C=CC=CC=1)=O.CO. Given the product [CH3:35][O:34][C:32]([C:28]1[N:27]([C:16]([CH2:17][C:18]2[CH:23]=[CH:22][C:21]([F:24])=[C:20]([Cl:25])[CH:19]=2)([CH3:26])[C:15](=[O:36])[CH2:4][C:3]([O:2][CH3:1])=[O:37])[CH:31]=[CH:30][CH:29]=1)=[O:33], predict the reactants needed to synthesize it. (5) The reactants are: C([O:5][C:6]([C:8]1[CH:13]=[CH:12][C:11]([O:14][C:15]2[CH:20]=[CH:19][C:18]([NH:21][C:22]([O:24][C:25]([CH3:28])([CH3:27])[CH3:26])=[O:23])=[CH:17][CH:16]=2)=[CH:10][N:9]=1)=O)(C)(C)C.[H-].[H-].[H-].[H-].[Li+].[Al+3]. Given the product [C:25]([O:24][C:22](=[O:23])[NH:21][C:18]1[CH:17]=[CH:16][C:15]([O:14][C:11]2[CH:10]=[N:9][C:8]([CH2:6][OH:5])=[CH:13][CH:12]=2)=[CH:20][CH:19]=1)([CH3:28])([CH3:26])[CH3:27], predict the reactants needed to synthesize it. (6) Given the product [CH2:1]([O:3][C:4]([C:6]1[C:14]2[C:9](=[CH:10][C:11]([Cl:16])=[C:12]([O:15][C:34]3[CH:44]=[CH:43][C:37]([C:38](=[O:39])[N:40]([CH3:41])[CH3:42])=[CH:36][N:35]=3)[CH:13]=2)[N:8]([C:17]2[CH:22]=[CH:21][C:20]([C:23]([CH3:25])([CH3:24])[CH3:26])=[CH:19][CH:18]=2)[C:7]=1[CH2:27][C:28]([O:30][CH2:31][CH3:32])=[O:29])=[O:5])[CH3:2], predict the reactants needed to synthesize it. The reactants are: [CH2:1]([O:3][C:4]([C:6]1[C:14]2[C:9](=[CH:10][C:11]([Cl:16])=[C:12]([OH:15])[CH:13]=2)[N:8]([C:17]2[CH:22]=[CH:21][C:20]([C:23]([CH3:26])([CH3:25])[CH3:24])=[CH:19][CH:18]=2)[C:7]=1[CH2:27][C:28]([O:30][CH2:31][CH3:32])=[O:29])=[O:5])[CH3:2].Cl[C:34]1[CH:44]=[CH:43][C:37]([C:38]([N:40]([CH3:42])[CH3:41])=[O:39])=[CH:36][N:35]=1.C([O-])([O-])=O.[K+].[K+]. (7) Given the product [Cl:35][C:30]1[CH:31]=[CH:32][CH:33]=[CH:34][C:29]=1[CH:28]([O:36][CH:37]1[CH2:40][N:39]([C:41]([NH:43][C:44]23[CH2:47][CH:18]4[CH2:19][CH:20]([CH2:21][CH:3]([CH2:4]4)[CH2:45]2)[CH2:46]3)=[O:42])[CH2:38]1)[C:27]1[CH:48]=[CH:49][CH:50]=[CH:51][C:26]=1[Cl:25], predict the reactants needed to synthesize it. The reactants are: Cl.Cl[C:3]1[CH:21]=[CH:20][CH:19]=[CH:18][C:4]=1C(OC1CNC1)[C:3]1[CH:21]=[CH:20][CH:19]=[CH:18][C:4]=1Cl.[N-]=C=O.[Cl:25][C:26]1[CH:51]=[CH:50][CH:49]=[CH:48][C:27]=1[CH:28]([O:36][CH:37]1[CH2:40][N:39]([C:41]([NH:43][C:44]([CH3:47])([CH3:46])[CH3:45])=[O:42])[CH2:38]1)[C:29]1[CH:34]=[CH:33][CH:32]=[CH:31][C:30]=1[Cl:35]. (8) Given the product [CH2:1]([O:8][C@H:9]1[C@@:13]([CH2:14][O:15][C:40]([C:49]2[CH:54]=[CH:53][CH:52]=[CH:51][CH:50]=2)([C:41]2[CH:46]=[CH:45][C:44]([O:47][CH3:48])=[CH:43][CH:42]=2)[C:39]2[CH:38]=[CH:37][C:36]([O:35][CH3:34])=[CH:57][CH:56]=2)([CH2:16][OH:17])[O:12][C@@H:11]([N:18]2[CH:26]=[C:24]([CH3:25])[C:22](=[O:23])[NH:21][C:19]2=[O:20])[C@@H:10]1[OH:27])[C:2]1[CH:3]=[CH:4][CH:5]=[CH:6][CH:7]=1, predict the reactants needed to synthesize it. The reactants are: [CH2:1]([O:8][C@H:9]1[C:13]([CH2:16][OH:17])([CH2:14][OH:15])[O:12][C@@H:11]([N:18]2[CH:26]=[C:24]([CH3:25])[C:22](=[O:23])[NH:21][C:19]2=[O:20])[C@@H:10]1[OH:27])[C:2]1[CH:7]=[CH:6][CH:5]=[CH:4][CH:3]=1.N1C=CC=CC=1.[CH3:34][O:35][C:36]1[CH:57]=[CH:56][C:39]([C:40](Cl)([C:49]2[CH:54]=[CH:53][CH:52]=[CH:51][CH:50]=2)[C:41]2[CH:46]=[CH:45][C:44]([O:47][CH3:48])=[CH:43][CH:42]=2)=[CH:38][CH:37]=1.